Dataset: Reaction yield outcomes from USPTO patents with 853,638 reactions. Task: Predict the reaction yield, written as a fraction of the theoretical maximum amount of product (1.0 means a 100% yield; for example, 0.34 means a 34% yield). (1) The reactants are [N+:1]([C:4]1[CH:18]=[CH:17][C:7]([CH2:8][NH:9][CH2:10][CH2:11][N:12]2[CH2:16][CH2:15][CH2:14][CH2:13]2)=[CH:6][CH:5]=1)([O-])=O.O.NN. The catalyst is CCO.[Ni]. The product is [N:12]1([CH2:11][CH2:10][NH:9][CH2:8][C:7]2[CH:6]=[CH:5][C:4]([NH2:1])=[CH:18][CH:17]=2)[CH2:13][CH2:14][CH2:15][CH2:16]1. The yield is 0.750. (2) The reactants are [NH2:1][CH2:2][CH2:3][N:4]1[CH2:9][CH2:8][O:7][CH2:6][CH2:5]1.[Li]CCCC.C([O:17][C:18]([C:20]1[N:21]=[N:22][S:23][C:24]=1[NH:25][C:26]1[CH:31]=[CH:30][CH:29]=[CH:28][CH:27]=1)=O)C. The catalyst is C1COCC1.C1CCCCC1. The product is [N:4]1([CH2:3][CH2:2][NH:1][C:18]([C:20]2[N:21]=[N:22][S:23][C:24]=2[NH:25][C:26]2[CH:27]=[CH:28][CH:29]=[CH:30][CH:31]=2)=[O:17])[CH2:9][CH2:8][O:7][CH2:6][CH2:5]1. The yield is 0.600.